Dataset: Forward reaction prediction with 1.9M reactions from USPTO patents (1976-2016). Task: Predict the product of the given reaction. (1) Given the reactants C(N(CC)CC)C.C(NCCO)C1C=CC=CC=1.COC1C=C(C)C(S(Cl)(=O)=O)=C(C)C=1.Cl.Br[CH2:35][C:36]([O:38]C(C)(C)C)=[O:37].[OH-].[Na+].[CH2:45]([N:52]([CH2:66][CH2:67][OH:68])[S:53]([C:56]1[C:61]([CH3:62])=[CH:60][C:59]([O:63][CH3:64])=[CH:58][C:57]=1[CH3:65])(=[O:55])=[O:54])[C:46]1[CH:51]=[CH:50][CH:49]=[CH:48][CH:47]=1.C([O-])(=O)C, predict the reaction product. The product is: [CH2:45]([N:52]([S:53]([C:56]1[C:61]([CH3:62])=[CH:60][C:59]([O:63][CH3:64])=[CH:58][C:57]=1[CH3:65])(=[O:55])=[O:54])[CH2:66][CH2:67][O:68][CH2:35][C:36]([OH:38])=[O:37])[C:46]1[CH:51]=[CH:50][CH:49]=[CH:48][CH:47]=1. (2) Given the reactants [CH2:1]([O:8][C:9]([N:11]1[CH2:15][CH2:14][CH2:13][C@@H:12]1[CH2:16][OH:17])=[O:10])[C:2]1[CH:7]=[CH:6][CH:5]=[CH:4][CH:3]=1.N1C=CN=C1.[Si:23](Cl)([C:26]([CH3:29])([CH3:28])[CH3:27])([CH3:25])[CH3:24], predict the reaction product. The product is: [CH2:1]([O:8][C:9]([N:11]1[CH2:15][CH2:14][CH2:13][C@@H:12]1[CH2:16][O:17][Si:23]([C:26]([CH3:29])([CH3:28])[CH3:27])([CH3:25])[CH3:24])=[O:10])[C:2]1[CH:7]=[CH:6][CH:5]=[CH:4][CH:3]=1. (3) Given the reactants O[CH2:2][C@H:3]1[CH2:8][CH2:7][CH2:6][CH2:5][N:4]1[CH2:9][CH2:10][C:11]1[CH:16]=[CH:15][C:14]([N:17]([CH3:19])[CH3:18])=[CH:13][CH:12]=1.C(N(CC)CC)C.CS([Cl:31])(=O)=O.C(=O)([O-])O.[Na+], predict the reaction product. The product is: [Cl:31][C@@H:6]1[CH2:7][CH2:8][CH2:2][CH2:3][N:4]([CH2:9][CH2:10][C:11]2[CH:12]=[CH:13][C:14]([N:17]([CH3:18])[CH3:19])=[CH:15][CH:16]=2)[CH2:5]1. (4) Given the reactants [CH3:1][C:2]1[CH:3]=[N:4][N:5]([C:7]2[CH:8]=[CH:9][C:10]([N+:19]([O-])=O)=[C:11]([N:13]3[CH2:18][CH2:17][CH2:16][CH2:15][CH2:14]3)[CH:12]=2)[CH:6]=1, predict the reaction product. The product is: [CH3:1][C:2]1[CH:3]=[N:4][N:5]([C:7]2[CH:8]=[CH:9][C:10]([NH2:19])=[C:11]([N:13]3[CH2:18][CH2:17][CH2:16][CH2:15][CH2:14]3)[CH:12]=2)[CH:6]=1. (5) Given the reactants F[C:2]1[N:7]=[CH:6][C:5]([CH2:8][O:9][C:10]2[N:15]=[CH:14][C:13]([CH2:16][NH:17][C@@H:18]([C:20]3[CH:25]=[CH:24][CH:23]=[CH:22][CH:21]=3)[CH3:19])=[CH:12][CH:11]=2)=[CH:4][CH:3]=1.[CH3:26][O-:27].[Na+].CO.O, predict the reaction product. The product is: [CH3:26][O:27][C:2]1[N:7]=[CH:6][C:5]([CH2:8][O:9][C:10]2[N:15]=[CH:14][C:13]([CH2:16][NH:17][C@@H:18]([C:20]3[CH:25]=[CH:24][CH:23]=[CH:22][CH:21]=3)[CH3:19])=[CH:12][CH:11]=2)=[CH:4][CH:3]=1. (6) Given the reactants C([O:4][CH:5]1[CH2:10][CH2:9][CH:8]([C:11]([F:28])([F:27])[CH2:12][CH:13]2[C:21]3[C:16](=[C:17]([F:23])[CH:18]=[CH:19][C:20]=3[F:22])[C:15]3=[CH:24][N:25]=[CH:26][N:14]23)[CH2:7][CH2:6]1)(=O)C.C(=O)([O-])[O-].[K+].[K+].[NH4+].[Cl-].CC#N, predict the reaction product. The product is: [F:22][C:20]1[CH:19]=[CH:18][C:17]([F:23])=[C:16]2[C:21]=1[CH:13]([CH2:12][C:11]([CH:8]1[CH2:9][CH2:10][CH:5]([OH:4])[CH2:6][CH2:7]1)([F:28])[F:27])[N:14]1[CH:26]=[N:25][CH:24]=[C:15]12. (7) Given the reactants [Cl:1][C:2]1[CH:7]=[CH:6][CH:5]=[C:4]([Cl:8])[N+:3]=1[O-].P(Cl)(Cl)([Cl:12])=O, predict the reaction product. The product is: [Cl:1][C:2]1[CH:7]=[C:6]([Cl:12])[CH:5]=[C:4]([Cl:8])[N:3]=1. (8) Given the reactants Cl[C:2](Cl)=[C:3]([C:9]1[C:14]([F:15])=[CH:13][C:12]([F:16])=[CH:11][C:10]=1[F:17])[C:4]([O:6][CH2:7][CH3:8])=[O:5].[O-:19][CH2:20][CH3:21].[Na+].C(O)(=[O:25])C, predict the reaction product. The product is: [F:17][C:10]1[CH:11]=[C:12]([F:16])[CH:13]=[C:14]([F:15])[C:9]=1[CH:3]([C:4]([O:6][CH2:7][CH3:8])=[O:5])[C:2]([O:19][CH2:20][CH3:21])=[O:25]. (9) Given the reactants C([O:8][C:9]1[CH:14]=[C:13]([O:15][CH2:16][CH2:17][O:18][CH3:19])[CH:12]=[CH:11][C:10]=1/[CH:20]=[CH:21]/[C:22]([O:24][CH2:25][CH3:26])=[O:23])C1C=CC=CC=1, predict the reaction product. The product is: [OH:8][C:9]1[CH:14]=[C:13]([O:15][CH2:16][CH2:17][O:18][CH3:19])[CH:12]=[CH:11][C:10]=1[CH2:20][CH2:21][C:22]([O:24][CH2:25][CH3:26])=[O:23].